From a dataset of Full USPTO retrosynthesis dataset with 1.9M reactions from patents (1976-2016). Predict the reactants needed to synthesize the given product. (1) Given the product [F:1][C:2]1[CH:3]=[C:4]([S:18]([Cl:13])(=[O:21])=[O:19])[CH:5]=[C:6]([C:8]([F:11])([F:10])[F:9])[CH:7]=1, predict the reactants needed to synthesize it. The reactants are: [F:1][C:2]1[CH:3]=[C:4](N)[CH:5]=[C:6]([C:8]([F:11])([F:10])[F:9])[CH:7]=1.[ClH:13].N([O-])=O.[Na+].[S:18](=[O:21])(O)[OH:19]. (2) Given the product [CH2:1]([O:8][C:9]1[CH:14]=[CH:13][N:12]=[C:11]([NH2:55])[CH:10]=1)[C:2]1[CH:7]=[CH:6][CH:5]=[CH:4][CH:3]=1, predict the reactants needed to synthesize it. The reactants are: [CH2:1]([O:8][C:9]1[CH:14]=[CH:13][N:12]=[C:11](Cl)[CH:10]=1)[C:2]1[CH:7]=[CH:6][CH:5]=[CH:4][CH:3]=1.CC(C1C=C(C(C)C)C(C2C=CC=CC=2P(C2CCCCC2)C2CCCCC2)=C(C(C)C)C=1)C.[Li+].C[Si]([N-:55][Si](C)(C)C)(C)C. (3) Given the product [CH:21]([C:15]1[N:16]([CH2:18][O:19][CH3:20])[CH:17]=[C:13]([NH:12][C:7](=[O:11])[CH:8]([CH3:10])[CH3:9])[N:14]=1)=[O:22], predict the reactants needed to synthesize it. The reactants are: [H-].[H-].[H-].[H-].[Li+].[Al+3].[C:7]([NH:12][C:13]1[N:14]=[C:15]([C:21](OCC)=[O:22])[N:16]([CH2:18][O:19][CH3:20])[CH:17]=1)(=[O:11])[CH:8]([CH3:10])[CH3:9]. (4) Given the product [OH:26][CH2:25][CH2:24][N:22]1[CH2:21][CH:7]([C:1]2[CH:6]=[CH:5][CH:4]=[CH:3][CH:2]=2)[C:8]([C:10]2[CH:20]=[CH:19][C:13]3[O:14][CH2:15][C:16](=[O:18])[NH:17][C:12]=3[CH:11]=2)=[N:23]1, predict the reactants needed to synthesize it. The reactants are: [C:1]1([C:7](=[CH2:21])[C:8]([C:10]2[CH:20]=[CH:19][C:13]3[O:14][CH2:15][C:16](=[O:18])[NH:17][C:12]=3[CH:11]=2)=O)[CH:6]=[CH:5][CH:4]=[CH:3][CH:2]=1.[NH:22]([CH2:24][CH2:25][OH:26])[NH2:23]. (5) The reactants are: [NH:1]1[CH2:4][CH:3]([O:5][C:6]2[CH:11]=[CH:10][C:9]([N:12]3[CH2:17][CH2:16][C:15]4[N:18]=[C:19]([C:21]5[CH:26]=[CH:25][C:24]([Cl:27])=[CH:23][CH:22]=5)[S:20][C:14]=4[C:13]3=[O:28])=[CH:8][C:7]=2[O:29][CH3:30])[CH2:2]1.[CH3:31][C:32]([CH3:34])=O.C(O[BH-](OC(=O)C)OC(=O)C)(=O)C.[Na+].[OH-].[Na+]. Given the product [ClH:27].[Cl:27][C:24]1[CH:23]=[CH:22][C:21]([C:19]2[S:20][C:14]3[C:13](=[O:28])[N:12]([C:9]4[CH:10]=[CH:11][C:6]([O:5][CH:3]5[CH2:4][N:1]([CH:32]([CH3:34])[CH3:31])[CH2:2]5)=[C:7]([O:29][CH3:30])[CH:8]=4)[CH2:17][CH2:16][C:15]=3[N:18]=2)=[CH:26][CH:25]=1, predict the reactants needed to synthesize it. (6) Given the product [Br:22][CH2:19][CH2:18][CH2:17][CH2:16][CH2:15][CH2:14][CH2:13][C:11]([C:2]1[CH:3]=[CH:4][C:5]2[C:10](=[CH:9][CH:8]=[CH:7][CH:6]=2)[CH:1]=1)=[O:12], predict the reactants needed to synthesize it. The reactants are: [CH:1]1[C:10]2[C:5](=[CH:6][CH:7]=[CH:8][CH:9]=2)[CH:4]=[CH:3][C:2]=1[C:11]([CH2:13][CH2:14][CH2:15][CH2:16][CH2:17][CH2:18][CH2:19]O)=[O:12].P(Br)(Br)[Br:22].C(=O)(O)[O-].[Na+]. (7) Given the product [C:1]([N:5]1[C:9]([NH:10][C:11]2[N:16]=[C:15]([CH2:17][C:18]3([C:31]4[O:32][C:35](=[O:36])[NH:34][N:33]=4)[CH2:23][CH2:22][N:21]([C:24]([O:26][C:27]([CH3:28])([CH3:30])[CH3:29])=[O:25])[CH2:20][CH2:19]3)[CH:14]=[CH:13][CH:12]=2)=[CH:8][CH:7]=[N:6]1)([CH3:2])([CH3:3])[CH3:4], predict the reactants needed to synthesize it. The reactants are: [C:1]([N:5]1[C:9]([NH:10][C:11]2[N:16]=[C:15]([CH2:17][C:18]3([C:31]([NH:33][NH2:34])=[O:32])[CH2:23][CH2:22][N:21]([C:24]([O:26][C:27]([CH3:30])([CH3:29])[CH3:28])=[O:25])[CH2:20][CH2:19]3)[CH:14]=[CH:13][CH:12]=2)=[CH:8][CH:7]=[N:6]1)([CH3:4])([CH3:3])[CH3:2].[C:35](N1C=CN=C1)(N1C=CN=C1)=[O:36].C(=O)(O)[O-].[Na+].O.